This data is from Full USPTO retrosynthesis dataset with 1.9M reactions from patents (1976-2016). The task is: Predict the reactants needed to synthesize the given product. (1) Given the product [CH3:16][C:15]([C:17]1[CH:18]=[CH:19][CH:20]=[CH:21][CH:22]=1)=[CH:14][C:5]1[CH:6]=[C:7]([OH:12])[C:8]([CH:9]([CH3:11])[CH3:10])=[C:3]([OH:2])[CH:4]=1, predict the reactants needed to synthesize it. The reactants are: C[O:2][C:3]1[CH:4]=[C:5]([CH:14]=[C:15]([C:17]2[CH:22]=[CH:21][CH:20]=[CH:19][CH:18]=2)[CH3:16])[CH:6]=[C:7]([O:12]C)[C:8]=1[CH:9]([CH3:11])[CH3:10].B(Br)(Br)Br. (2) Given the product [N:31]1([CH2:24][CH2:23][CH2:21][O:22][C:16]2[CH:15]=[CH:14][CH:13]=[CH:12][C:11]=2[C:8]2[CH:9]=[C:10]3[N:6]([CH:7]=2)[CH:5]=[CH:4][CH:3]=[CH:2]3)[CH2:32][CH2:33][CH2:34][CH2:35][CH2:36]1, predict the reactants needed to synthesize it. The reactants are: C[C:2]1[C:10]2[N:6]([CH:7]=[C:8]([C:11]3[CH:16]=[CH:15][C:14](OC)=[CH:13][CH:12]=3)[CH:9]=2)[CH:5]=[CH:4][CH:3]=1.BrC[C:21]([C:23]1C=CC(OC)=C[CH:24]=1)=[O:22].[N:31]1[CH:36]=[CH:35][CH:34]=[C:33](C)[C:32]=1C.C(=O)([O-])[O-].[K+].[K+]. (3) Given the product [F:1][C:2]1[CH:29]=[CH:28][C:5]([CH2:6][NH:7][C:8]([C:10]2([CH2:23][CH2:24][CH2:25][CH2:26][N:36]3[C@H:35]([CH3:37])[CH2:34][N:33]([C:38]4[N:42]([CH3:43])[C:41]5[CH:44]=[CH:45][CH:46]=[CH:47][C:40]=5[N:39]=4)[CH2:32][C@@H:31]3[CH3:30])[C:22]3[CH:21]=[CH:20][CH:19]=[CH:18][C:17]=3[C:16]3[C:11]2=[CH:12][CH:13]=[CH:14][CH:15]=3)=[O:9])=[CH:4][CH:3]=1, predict the reactants needed to synthesize it. The reactants are: [F:1][C:2]1[CH:29]=[CH:28][C:5]([CH2:6][NH:7][C:8]([C:10]2([CH2:23][CH2:24][CH2:25][CH2:26]Br)[C:22]3[CH:21]=[CH:20][CH:19]=[CH:18][C:17]=3[C:16]3[C:11]2=[CH:12][CH:13]=[CH:14][CH:15]=3)=[O:9])=[CH:4][CH:3]=1.[CH3:30][C@H:31]1[NH:36][C@@H:35]([CH3:37])[CH2:34][N:33]([C:38]2[N:42]([CH3:43])[C:41]3[CH:44]=[CH:45][CH:46]=[CH:47][C:40]=3[N:39]=2)[CH2:32]1. (4) Given the product [NH2:33][C:34]1[C:42]2[C:37](=[CH:38][CH:39]=[C:40]([NH:43][C:44]([C:46]3[N:47]=[C:48]([C:55]4[CH:60]=[CH:59][CH:58]=[CH:57][CH:56]=4)[O:49][C:50]=3[C:51]([F:54])([F:53])[F:52])=[O:45])[CH:41]=2)[N:36]([CH3:61])[N:35]=1, predict the reactants needed to synthesize it. The reactants are: C1(C2OC(C(F)(F)F)=C(C(O)=O)N=2)C=CC=CC=1.[N+](C1C=C2C(=CC=1)N(C)N=C2N)([O-])=O.[NH2:33][C:34]1[C:42]2[C:37](=[CH:38][CH:39]=[C:40]([NH:43][C:44]([C:46]3[N:47]=[C:48]([C:55]4[CH:60]=[CH:59][CH:58]=[CH:57][CH:56]=4)[O:49][C:50]=3[C:51]([F:54])([F:53])[F:52])=[O:45])[CH:41]=2)[N:36]([CH2:61]CC)[N:35]=1. (5) Given the product [Si:38]([O:37][CH2:36][C@@H:31]1[CH2:32][C:33]([CH3:35])=[CH:34][N:30]1[C:28]([C:10]1[CH:11]=[C:12]([O:26][CH3:27])[C:13]([O:15][Si:16]([CH:17]([CH3:19])[CH3:18])([CH:23]([CH3:25])[CH3:24])[CH:20]([CH3:21])[CH3:22])=[CH:14][C:9]=1[NH:8][C:2](=[O:3])[O:4][CH2:5][CH:6]=[CH2:7])=[O:29])([C:41]([CH3:42])([CH3:44])[CH3:43])([CH3:39])[CH3:40], predict the reactants needed to synthesize it. The reactants are: Cl[C:2]([O:4][CH2:5][CH:6]=[CH2:7])=[O:3].[NH2:8][C:9]1[CH:14]=[C:13]([O:15][Si:16]([CH:23]([CH3:25])[CH3:24])([CH:20]([CH3:22])[CH3:21])[CH:17]([CH3:19])[CH3:18])[C:12]([O:26][CH3:27])=[CH:11][C:10]=1[C:28]([N:30]1[CH:34]=[C:33]([CH3:35])[CH2:32][C@H:31]1[CH2:36][O:37][Si:38]([C:41]([CH3:44])([CH3:43])[CH3:42])([CH3:40])[CH3:39])=[O:29].N1C=CC=CC=1.CC(C)=O.C(=O)=O. (6) Given the product [C:26]([C:29]1[O:5][C:4](=[O:6])[C:3]2[CH:7]=[CH:8][CH:9]=[N:10][C:2]=2[N:1]=1)([CH3:28])([CH3:27])[CH3:25], predict the reactants needed to synthesize it. The reactants are: [NH2:1][C:2]1[N:10]=[CH:9][CH:8]=[CH:7][C:3]=1[C:4]([OH:6])=[O:5].C(N(CC)CC)C.CN1CCCC1=O.[C:25](Cl)(=O)[C:26]([CH3:29])([CH3:28])[CH3:27]. (7) Given the product [Cl:14][C:12]1[C:11]([C:15]([F:18])([F:17])[F:16])=[CH:10][C:9]2[NH:19][C:20](=[O:36])[CH2:21][C:22]([C:23]3[CH:28]=[CH:27][CH:26]=[C:25]([C:29]4[CH:30]=[N:31][CH:32]=[CH:33][CH:34]=4)[CH:24]=3)=[N:7][C:8]=2[CH:13]=1, predict the reactants needed to synthesize it. The reactants are: C(OC(=O)[NH:7][C:8]1[CH:13]=[C:12]([Cl:14])[C:11]([C:15]([F:18])([F:17])[F:16])=[CH:10][C:9]=1[NH:19][C:20](=[O:36])[CH2:21][C:22](=O)[C:23]1[CH:28]=[CH:27][CH:26]=[C:25]([C:29]2[CH:30]=[N:31][CH:32]=[CH:33][CH:34]=2)[CH:24]=1)(C)(C)C.C(O)(C(F)(F)F)=O. (8) Given the product [CH3:1][O:2][C:3](=[O:19])[C:4]([C:9]1[CH:14]=[CH:13][C:12]([Br:15])=[CH:11][C:10]=1[N+:16]([O-:18])=[O:17])([CH3:22])[C:5]([O:7][CH3:8])=[O:6], predict the reactants needed to synthesize it. The reactants are: [CH3:1][O:2][C:3](=[O:19])[CH:4]([C:9]1[CH:14]=[CH:13][C:12]([Br:15])=[CH:11][C:10]=1[N+:16]([O-:18])=[O:17])[C:5]([O:7][CH3:8])=[O:6].CI.[C:22]([O-])([O-])=O.[K+].[K+]. (9) Given the product [C:1]1([C:7]2[C:8]([C:16]3[CH:23]=[CH:22][C:19]([CH2:20][N:25]4[CH2:26][CH2:27][CH:28]([C:31]5[NH:39][C:34]6=[N:35][CH:36]=[CH:37][CH:38]=[C:33]6[N:32]=5)[CH2:29][CH2:30]4)=[CH:18][CH:17]=3)=[N:9][C:10]3[N:11]([CH:13]=[CH:14][N:15]=3)[CH:12]=2)[CH:6]=[CH:5][CH:4]=[CH:3][CH:2]=1, predict the reactants needed to synthesize it. The reactants are: [C:1]1([C:7]2[C:8]([C:16]3[CH:23]=[CH:22][C:19]([CH:20]=O)=[CH:18][CH:17]=3)=[N:9][C:10]3[N:11]([CH:13]=[CH:14][N:15]=3)[CH:12]=2)[CH:6]=[CH:5][CH:4]=[CH:3][CH:2]=1.Cl.[NH:25]1[CH2:30][CH2:29][CH:28]([C:31]2[NH:39][C:34]3=[N:35][CH:36]=[CH:37][CH:38]=[C:33]3[N:32]=2)[CH2:27][CH2:26]1. (10) Given the product [CH:22]1([NH:25][C:2]2[C:11]3[C:6](=[CH:7][CH:8]=[C:9]4[S:14](=[O:16])(=[O:15])[CH2:13][CH2:12][C:10]4=3)[N:5]=[CH:4][C:3]=2[C:17]([O:19][CH2:20][CH3:21])=[O:18])[CH2:24][CH2:23]1, predict the reactants needed to synthesize it. The reactants are: Cl[C:2]1[C:11]2[C:6](=[CH:7][CH:8]=[C:9]3[S:14](=[O:16])(=[O:15])[CH2:13][CH2:12][C:10]3=2)[N:5]=[CH:4][C:3]=1[C:17]([O:19][CH2:20][CH3:21])=[O:18].[CH:22]1([NH2:25])[CH2:24][CH2:23]1.